This data is from Forward reaction prediction with 1.9M reactions from USPTO patents (1976-2016). The task is: Predict the product of the given reaction. (1) Given the reactants [OH:1][C:2]1[C:7]2[C@@:8]3([OH:45])[C@@:21]([O:25][CH3:26])([C@H:22]([OH:24])[CH2:23][C:6]=2[CH:5]=[C:4]([CH3:46])[C:3]=1[C:47]([O:49][CH3:50])=[O:48])[C:20](=[O:27])[C:19]1[C:10](=[CH:11][C:12]2[C:13](=[O:43])[C:14]([NH:30][C@@H:31]4[C@H:36]([O:37][CH3:38])[C@H:35]([OH:39])[C@@H:34]([O:40][CH3:41])[C@H:33]([CH3:42])[O:32]4)=[CH:15][C:16](=O)[C:17]=2[C:18]=1[OH:28])[C:9]3=[O:44].[NH4+:51].[OH-], predict the reaction product. The product is: [OH:1][C:2]1[C:7]2[C@@:8]3([OH:45])[C@@:21]([O:25][CH3:26])([C@H:22]([OH:24])[CH2:23][C:6]=2[CH:5]=[C:4]([CH3:46])[C:3]=1[C:47]([O:49][CH3:50])=[O:48])[C:20](=[O:27])[C:19]1[C:10](=[CH:11][C:12]2[C:13](=[O:43])[C:14]([NH:30][C@@H:31]4[C@H:36]([O:37][CH3:38])[C@H:35]([OH:39])[C@@H:34]([O:40][CH3:41])[C@H:33]([CH3:42])[O:32]4)=[CH:15][C:16](=[NH:51])[C:17]=2[C:18]=1[OH:28])[C:9]3=[O:44]. (2) Given the reactants [CH2:1]([O:3][C:4]([C:6]1[O:10][N:9]=[C:8]([C:11]2[CH:16]=[CH:15][C:14]([N+:17]([O-])=O)=[CH:13][CH:12]=2)[CH:7]=1)=[O:5])[CH3:2].[NH4+].[Cl-], predict the reaction product. The product is: [CH2:1]([O:3][C:4]([C:6]1[O:10][N:9]=[C:8]([C:11]2[CH:12]=[CH:13][C:14]([NH2:17])=[CH:15][CH:16]=2)[CH:7]=1)=[O:5])[CH3:2]. (3) Given the reactants [CH2:1]([C:4]1[CH:9]=[CH:8][C:7]([NH2:10])=[CH:6][CH:5]=1)[C:2]#[CH:3].[C:11]1(=O)[O:15][CH2:14][CH2:13][CH2:12]1, predict the reaction product. The product is: [CH2:1]([C:4]1[CH:9]=[CH:8][C:7]([N:10]2[CH2:11][CH2:12][CH2:13][C:14]2=[O:15])=[CH:6][CH:5]=1)[C:2]#[CH:3]. (4) The product is: [Cl:1][C:2]1[N:3]=[CH:4][N:5]([C:7]2[CH:12]=[CH:11][C:10]([NH:13][C:14]3[N:23]=[C:22]([N:24]([CH2:26][CH3:27])[CH3:25])[C:21]4[CH2:20][CH2:19][CH2:18][C@H:17]([C:28]5[CH:29]=[CH:30][CH:31]=[CH:32][CH:33]=5)[C:16]=4[N:15]=3)=[CH:9][C:8]=2[O:34][CH3:35])[CH:6]=1. Given the reactants [Cl:1][C:2]1[N:3]=[CH:4][N:5]([C:7]2[CH:12]=[CH:11][C:10]([NH:13][C:14]3[N:23]=[C:22]([N:24]([CH2:26][CH3:27])[CH3:25])[C:21]4[CH2:20][CH2:19][CH2:18][CH:17]([C:28]5[CH:33]=[CH:32][CH:31]=[CH:30][CH:29]=5)[C:16]=4[N:15]=3)=[CH:9][C:8]=2[O:34][CH3:35])[CH:6]=1, predict the reaction product. (5) Given the reactants B.O1CCCC1.C([O:11][C:12](=[O:34])[C:13]([NH:16][C:17]1[CH:22]=[CH:21][C:20]([CH2:23][CH2:24][NH:25][C:26](=O)[CH2:27][CH2:28][CH2:29][CH2:30][CH2:31][CH3:32])=[CH:19][CH:18]=1)([CH3:15])[CH3:14])(C)(C)C.Cl, predict the reaction product. The product is: [CH2:26]([NH:25][CH2:24][CH2:23][C:20]1[CH:19]=[CH:18][C:17]([NH:16][C:13]([CH3:14])([CH3:15])[C:12]([OH:34])=[O:11])=[CH:22][CH:21]=1)[CH2:27][CH2:28][CH2:29][CH2:30][CH2:31][CH3:32].